Dataset: Catalyst prediction with 721,799 reactions and 888 catalyst types from USPTO. Task: Predict which catalyst facilitates the given reaction. (1) The catalyst class is: 18. Reactant: FC(F)(F)C(O)=O.[CH3:8][CH:9]([O:11][C:12]1[CH:19]=[CH:18][C:17]([C:20]2[O:24][N:23]=[C:22]([C:25]3[C:26]([CH3:35])=[C:27]4[C:32](=[CH:33][CH:34]=3)[CH2:31][NH:30][CH2:29][CH2:28]4)[N:21]=2)=[CH:16][C:13]=1[C:14]#[N:15])[CH3:10].Br[CH2:37][C:38]([O:40][CH2:41][CH3:42])=[O:39].C(=O)([O-])[O-].[Cs+].[Cs+]. Product: [CH2:41]([O:40][C:38](=[O:39])[CH2:37][N:30]1[CH2:29][CH2:28][C:27]2[C:32](=[CH:33][CH:34]=[C:25]([C:22]3[N:21]=[C:20]([C:17]4[CH:18]=[CH:19][C:12]([O:11][CH:9]([CH3:8])[CH3:10])=[C:13]([C:14]#[N:15])[CH:16]=4)[O:24][N:23]=3)[C:26]=2[CH3:35])[CH2:31]1)[CH3:42]. (2) Reactant: [CH2:1]([O:3][C:4]([C:6]1[C:15](=[O:16])[C:14]2[C:9](=[N:10][C:11]([CH3:18])=[C:12]([CH3:17])[CH:13]=2)[NH:8][CH:7]=1)=[O:5])[CH3:2].Br[CH2:20][C:21]1[CH:26]=[CH:25][CH:24]=[C:23]([CH3:27])[N:22]=1. Product: [CH2:1]([O:3][C:4]([C:6]1[C:15](=[O:16])[C:14]2[C:9](=[N:10][C:11]([CH3:18])=[C:12]([CH3:17])[CH:13]=2)[N:8]([CH2:20][C:21]2[CH:26]=[CH:25][CH:24]=[C:23]([CH3:27])[N:22]=2)[CH:7]=1)=[O:5])[CH3:2]. The catalyst class is: 9.